From a dataset of Peptide-MHC class I binding affinity with 185,985 pairs from IEDB/IMGT. Regression. Given a peptide amino acid sequence and an MHC pseudo amino acid sequence, predict their binding affinity value. This is MHC class I binding data. (1) The peptide sequence is QKDPPFQWM. The MHC is Mamu-B8701 with pseudo-sequence Mamu-B8701. The binding affinity (normalized) is 0. (2) The peptide sequence is PLYRLSPKK. The MHC is HLA-B58:01 with pseudo-sequence HLA-B58:01. The binding affinity (normalized) is 0.0847. (3) The peptide sequence is ELNDRLAVYI. The MHC is HLA-A02:02 with pseudo-sequence HLA-A02:02. The binding affinity (normalized) is 0.547. (4) The peptide sequence is HQTNAMAPI. The MHC is HLA-B38:01 with pseudo-sequence HLA-B38:01. The binding affinity (normalized) is 0.418. (5) The peptide sequence is KMLKRGSRK. The binding affinity (normalized) is 0. The MHC is HLA-A33:01 with pseudo-sequence HLA-A33:01.